From a dataset of Forward reaction prediction with 1.9M reactions from USPTO patents (1976-2016). Predict the product of the given reaction. (1) Given the reactants [OH:1][C:2]1[CH:3]=[C:4]([C:8]2[CH:13]=[CH:12][CH:11]=[CH:10][C:9]=2[CH2:14][NH:15][C:16]2[N:21]=[C:20]([CH3:22])[C:19]([C:23]([OH:25])=O)=[C:18]([CH3:26])[N:17]=2)[CH:5]=[CH:6][CH:7]=1.CC(OC([NH:34][CH2:35][C@H:36]([NH2:41])[C:37]([O:39][CH3:40])=[O:38])=O)(C)C.[ClH:42].C(N(CC)CC)C.C1C=CC2N(O)N=NC=2C=1.CN(C(ON1N=NC2C=CC=CC1=2)=[N+](C)C)C.F[P-](F)(F)(F)(F)F, predict the reaction product. The product is: [ClH:42].[CH3:40][O:39][C:37](=[O:38])[C@@H:36]([NH:41][C:23]([C:19]1[C:20]([CH3:22])=[N:21][C:16]([NH:15][CH2:14][C:9]2[CH:10]=[CH:11][CH:12]=[CH:13][C:8]=2[C:4]2[CH:5]=[CH:6][CH:7]=[C:2]([OH:1])[CH:3]=2)=[N:17][C:18]=1[CH3:26])=[O:25])[CH2:35][NH2:34]. (2) Given the reactants [F:1][C:2]([F:17])([F:16])[C:3]1[N:4]=[C:5]([CH2:12][C:13]([OH:15])=O)[N:6]2[CH:11]=[CH:10][CH:9]=[CH:8][C:7]=12.[F:18][C:19]1[CH:24]=[CH:23][C:22]([N:25]2[C:33]3[CH2:32][CH2:31][CH2:30][NH:29][C:28]=3[CH:27]=[N:26]2)=[CH:21][CH:20]=1, predict the reaction product. The product is: [F:18][C:19]1[CH:20]=[CH:21][C:22]([N:25]2[C:33]3[CH2:32][CH2:31][CH2:30][N:29]([C:13](=[O:15])[CH2:12][C:5]4[N:6]5[CH:11]=[CH:10][CH:9]=[CH:8][C:7]5=[C:3]([C:2]([F:1])([F:17])[F:16])[N:4]=4)[C:28]=3[CH:27]=[N:26]2)=[CH:23][CH:24]=1. (3) Given the reactants [O:1]=[C:2]1[NH:6][C@H:5]([C:7]([O:9]C)=O)[CH2:4][CH2:3]1.[H-].[Na+].[CH3:13]I.[BH4-].[Na+], predict the reaction product. The product is: [OH:9][CH2:7][C@H:5]1[N:6]([CH3:13])[C:2](=[O:1])[CH2:3][CH2:4]1. (4) Given the reactants [ClH:1].O1CCOCC1.C(OC([NH:15][C@@H:16]([CH2:79][CH2:80][CH2:81][NH:82]C(OC(C)(C)C)=O)[CH2:17][NH:18][C:19](=[O:78])[C@@H:20]([NH:32][C:33]([C@H:35]1[NH:53][C:52](=[O:54])[C@H:51]([CH2:55][CH2:56][CH2:57][NH:58]C(OC(C)(C)C)=O)[NH:50][C:49](=[O:66])[C@@H:48]([NH:67]C(OC(C)(C)C)=O)[CH2:47][C:46]2[CH:75]=[C:42]([CH:43]=[CH:44][C:45]=2[OH:76])[C:41]2=[CH:77][C:37](=[CH:38][CH:39]=[CH:40]2)[CH2:36]1)=[O:34])[CH2:21][CH2:22][CH2:23][NH:24]C(=O)OC(C)(C)C)=O)(C)(C)C, predict the reaction product. The product is: [ClH:1].[ClH:1].[ClH:1].[ClH:1].[ClH:1].[NH2:67][C@H:48]1[CH2:47][C:46]2[CH:75]=[C:42]([CH:43]=[CH:44][C:45]=2[OH:76])[C:41]2=[CH:77][C:37](=[CH:38][CH:39]=[CH:40]2)[CH2:36][C@@H:35]([C:33]([NH:32][C@H:20]([C:19]([NH:18][CH2:17][C@@H:16]([NH2:15])[CH2:79][CH2:80][CH2:81][NH2:82])=[O:78])[CH2:21][CH2:22][CH2:23][NH2:24])=[O:34])[NH:53][C:52](=[O:54])[C@H:51]([CH2:55][CH2:56][CH2:57][NH2:58])[NH:50][C:49]1=[O:66].